This data is from Forward reaction prediction with 1.9M reactions from USPTO patents (1976-2016). The task is: Predict the product of the given reaction. (1) Given the reactants [CH2:1]([O:3][C:4]1[C:5]([F:30])=[C:6]([C:26]([F:29])=[CH:27][CH:28]=1)[O:7][C:8]1[CH:9]=[N:10][N:11]([CH:15]([CH2:19][CH:20]2[CH2:25][CH2:24][O:23][CH2:22][CH2:21]2)[C:16](O)=[O:17])[C:12](=[O:14])[CH:13]=1)[CH3:2].[CH3:31][C:32]1([CH3:44])[O:36][C@H:35]([CH2:37][N:38]2[CH:42]=[CH:41][C:40]([NH2:43])=[N:39]2)[CH2:34][O:33]1, predict the reaction product. The product is: [CH3:31][C:32]1([CH3:44])[O:36][C@H:35]([CH2:37][N:38]2[CH:42]=[CH:41][C:40]([NH:43][C:16](=[O:17])[CH:15]([N:11]3[C:12](=[O:14])[CH:13]=[C:8]([O:7][C:6]4[C:26]([F:29])=[CH:27][CH:28]=[C:4]([O:3][CH2:1][CH3:2])[C:5]=4[F:30])[CH:9]=[N:10]3)[CH2:19][CH:20]3[CH2:21][CH2:22][O:23][CH2:24][CH2:25]3)=[N:39]2)[CH2:34][O:33]1. (2) The product is: [Cl:1][C:2]1[CH:7]=[CH:6][C:5]([NH:8][C:9]([NH:11][C:12]2[CH:17]=[CH:16][CH:15]=[C:14]([C:18]3[CH:23]=[CH:22][CH:21]=[C:20]([N:24]4[CH2:28][CH2:27][CH2:26][CH2:25]4)[N:19]=3)[CH:13]=2)=[O:10])=[C:4]([CH2:29][CH2:30][CH2:31][CH2:32][O:33][CH:34]2[CH2:39][CH2:38][CH2:37][CH2:36][O:35]2)[CH:3]=1. Given the reactants [Cl:1][C:2]1[CH:7]=[CH:6][C:5]([NH:8][C:9]([NH:11][C:12]2[CH:17]=[CH:16][CH:15]=[C:14]([C:18]3[CH:23]=[CH:22][CH:21]=[C:20]([N:24]4[CH2:28][CH2:27][CH2:26][CH2:25]4)[N:19]=3)[CH:13]=2)=[O:10])=[C:4]([C:29]#[C:30][CH2:31][CH2:32][O:33][CH:34]2[CH2:39][CH2:38][CH2:37][CH2:36][O:35]2)[CH:3]=1, predict the reaction product. (3) Given the reactants [CH2:1]([O:8][C:9]([N:11]1[CH2:15][CH:14]=[CH:13][CH2:12]1)=[O:10])[C:2]1[CH:7]=[CH:6][CH:5]=[CH:4][CH:3]=1.ClC1C=C(C=CC=1)C(OO)=[O:21].S([O-])([O-])(=O)=S.[Na+].[Na+], predict the reaction product. The product is: [CH:13]12[O:21][CH:14]1[CH2:15][N:11]([C:9]([O:8][CH2:1][C:2]1[CH:3]=[CH:4][CH:5]=[CH:6][CH:7]=1)=[O:10])[CH2:12]2. (4) The product is: [N:1]1([S:6]([C:9]2[CH:10]=[C:11]([CH:16]=[CH:17][CH:18]=2)[C:12]([NH:19][NH2:20])=[O:13])(=[O:8])=[O:7])[CH2:5][CH2:4][CH2:3][CH2:2]1. Given the reactants [N:1]1([S:6]([C:9]2[CH:10]=[C:11]([CH:16]=[CH:17][CH:18]=2)[C:12](OC)=[O:13])(=[O:8])=[O:7])[CH2:5][CH2:4][CH2:3][CH2:2]1.[NH2:19][NH2:20], predict the reaction product.